This data is from Full USPTO retrosynthesis dataset with 1.9M reactions from patents (1976-2016). The task is: Predict the reactants needed to synthesize the given product. Given the product [Cl:1][C:2]1[C:11]2[C:6](=[CH:7][C:8]([Sn:14]([CH3:20])([CH3:19])[CH3:13])=[CH:9][CH:10]=2)[N:5]=[CH:4][CH:3]=1, predict the reactants needed to synthesize it. The reactants are: [Cl:1][C:2]1[C:11]2[C:6](=[CH:7][C:8](Br)=[CH:9][CH:10]=2)[N:5]=[CH:4][CH:3]=1.[CH3:13][Sn:14]([CH3:20])([CH3:19])[Sn:14]([CH3:20])([CH3:19])[CH3:13].CCCCCC.CCOC(C)=O.